Dataset: Full USPTO retrosynthesis dataset with 1.9M reactions from patents (1976-2016). Task: Predict the reactants needed to synthesize the given product. (1) Given the product [Cl:9][C:4]1[CH:5]=[C:6]([Cl:8])[N:7]=[C:2]([NH:11][CH3:10])[N:3]=1, predict the reactants needed to synthesize it. The reactants are: Cl[C:2]1[N:7]=[C:6]([Cl:8])[CH:5]=[C:4]([Cl:9])[N:3]=1.[CH3:10][NH2:11]. (2) Given the product [CH3:2][O:3][C:4]1[CH:5]=[C:6]([C:12]2[C@@H:21]3[C@@H:16]([CH2:17][CH2:18][CH2:19][CH2:20]3)[C:15](=[O:22])[N:14]([CH:23]3[CH2:24][CH2:25][N:26]([C:45](=[O:46])[C@H:37]([NH:36][C:34](=[O:35])[O:33][C:29]([CH3:30])([CH3:31])[CH3:32])[CH2:38][C:39]4[CH:44]=[CH:43][CH:42]=[CH:41][CH:40]=4)[CH2:27][CH2:28]3)[N:13]=2)[CH:7]=[CH:8][C:9]=1[O:10][CH3:11], predict the reactants needed to synthesize it. The reactants are: Cl.[CH3:2][O:3][C:4]1[CH:5]=[C:6]([C:12]2[C@@H:21]3[C@@H:16]([CH2:17][CH2:18][CH2:19][CH2:20]3)[C:15](=[O:22])[N:14]([CH:23]3[CH2:28][CH2:27][NH:26][CH2:25][CH2:24]3)[N:13]=2)[CH:7]=[CH:8][C:9]=1[O:10][CH3:11].[C:29]([O:33][C:34]([NH:36][C@@H:37]([C:45](O)=[O:46])[CH2:38][C:39]1[CH:44]=[CH:43][CH:42]=[CH:41][CH:40]=1)=[O:35])([CH3:32])([CH3:31])[CH3:30].CCOC(C(C#N)=NOC(N1CCOCC1)=[N+](C)C)=O.F[P-](F)(F)(F)(F)F.CCN(C(C)C)C(C)C.C(=O)(O)[O-].[Na+]. (3) Given the product [CH3:17][O:18][C:19]1[CH:24]=[CH:23][C:22]([C@@H:25]([NH:27][C:14](=[O:16])[CH2:13][N:10]2[C:11](=[O:12])[C:6]3[CH:5]=[CH:4][CH:3]=[C:2]([CH3:1])[C:7]=3[N:8]=[N:9]2)[CH3:26])=[CH:21][CH:20]=1, predict the reactants needed to synthesize it. The reactants are: [CH3:1][C:2]1[C:7]2[N:8]=[N:9][N:10]([CH2:13][C:14]([OH:16])=O)[C:11](=[O:12])[C:6]=2[CH:5]=[CH:4][CH:3]=1.[CH3:17][O:18][C:19]1[CH:24]=[CH:23][C:22]([C@@H:25]([NH2:27])[CH3:26])=[CH:21][CH:20]=1. (4) Given the product [CH3:1][O:2][C:3]1[CH:4]=[C:5]2[C:10](=[CH:11][C:12]=1[O:13][CH3:14])[N:9]=[CH:8][CH:7]=[C:6]2[O:15][C:16]1[C:22]([CH3:23])=[CH:21][C:19]([NH:20][C:26](=[O:28])[O:49][CH:45]([CH2:44][CH2:43][N:37]2[CH2:42][CH2:41][CH2:40][CH2:39][CH2:38]2)[CH2:46][CH2:47][CH3:48])=[C:18]([CH3:24])[CH:17]=1, predict the reactants needed to synthesize it. The reactants are: [CH3:1][O:2][C:3]1[CH:4]=[C:5]2[C:10](=[CH:11][C:12]=1[O:13][CH3:14])[N:9]=[CH:8][CH:7]=[C:6]2[O:15][C:16]1[C:22]([CH3:23])=[CH:21][C:19]([NH2:20])=[C:18]([CH3:24])[CH:17]=1.Cl[C:26](Cl)([O:28]C(=O)OC(Cl)(Cl)Cl)Cl.[N:37]1([CH2:43][CH2:44][CH:45]([OH:49])[CH2:46][CH2:47][CH3:48])[CH2:42][CH2:41][CH2:40][CH2:39][CH2:38]1.C(=O)(O)[O-].[Na+]. (5) Given the product [Cl:36][C:35]1[N:34]([CH3:37])[N:33]=[C:32]([CH3:38])[C:31]=1[S:28]([NH:27][C:24]1[CH:25]=[CH:26][C:21]([CH2:10][C:9]([OH:39])=[O:8])=[N:22][CH:23]=1)(=[O:30])=[O:29], predict the reactants needed to synthesize it. The reactants are: C([O:8][C:9](=[O:39])[CH:10]([C:21]1[CH:26]=[CH:25][C:24]([NH:27][S:28]([C:31]2[C:32]([CH3:38])=[N:33][N:34]([CH3:37])[C:35]=2[Cl:36])(=[O:30])=[O:29])=[CH:23][N:22]=1)C(OCC1C=CC=CC=1)=O)C1C=CC=CC=1. (6) Given the product [NH2:1][C@H:2]1[C@H:7]([O:8][CH2:9][C:10]2[CH:11]=[CH:12][CH:13]=[CH:14][CH:15]=2)[C@@H:6]([O:16][CH2:17][C:18]2[CH:19]=[CH:20][CH:21]=[CH:22][CH:23]=2)[C@H:5]([CH2:24][O:25][CH2:26][C:27]2[CH:32]=[CH:31][CH:30]=[CH:29][CH:28]=2)[CH2:4][C@@H:3]1[OH:33], predict the reactants needed to synthesize it. The reactants are: [NH2:1][C@@H:2]1[C@@H:7]([O:8][CH2:9][C:10]2[CH:15]=[CH:14][CH:13]=[CH:12][CH:11]=2)[C@H:6]([O:16][CH2:17][C:18]2[CH:23]=[CH:22][CH:21]=[CH:20][CH:19]=2)[C@@H:5]([CH2:24][O:25][CH2:26][C:27]2[CH:32]=[CH:31][CH:30]=[CH:29][CH:28]=2)[CH2:4][C@H:3]1[OH:33].N[C@H]1[C@H](OCC2C=CC=CC=2)[C@@H](OCC2C=CC=CC=2)[C@H](COCC2C=CC=CC=2)C[C@H]1O. (7) Given the product [Cl:1][C:2]1[N:10]=[CH:9][N:8]=[C:7]2[C:3]=1[N:4]=[CH:5][N:6]2[CH:12]1[CH2:13][CH2:14][CH2:15][CH2:16][O:11]1, predict the reactants needed to synthesize it. The reactants are: [Cl:1][C:2]1[N:10]=[CH:9][N:8]=[C:7]2[C:3]=1[NH:4][CH:5]=[N:6]2.[O:11]1[CH:16]=[CH:15][CH2:14][CH2:13][CH2:12]1. (8) Given the product [C:1]([O:5][C:6](=[O:29])[NH:7][C:8]([CH3:28])([CH2:25][CH2:26][CH3:27])[CH2:9][NH:10][C:11]([C:13]1[C:14]([CH3:24])=[N:15][N:16]2[C:21]([O:22][CH2:31][C:32]3[C:33]([F:41])=[CH:34][CH:35]=[C:36]([O:39][CH3:40])[C:37]=3[F:38])=[CH:20][C:19]([CH3:23])=[CH:18][C:17]=12)=[O:12])([CH3:4])([CH3:3])[CH3:2], predict the reactants needed to synthesize it. The reactants are: [C:1]([O:5][C:6](=[O:29])[NH:7][C:8]([CH3:28])([CH2:25][CH2:26][CH3:27])[CH2:9][NH:10][C:11]([C:13]1[C:14]([CH3:24])=[N:15][N:16]2[C:21]([OH:22])=[CH:20][C:19]([CH3:23])=[CH:18][C:17]=12)=[O:12])([CH3:4])([CH3:3])[CH3:2].Cl[CH2:31][C:32]1[C:37]([F:38])=[C:36]([O:39][CH3:40])[CH:35]=[CH:34][C:33]=1[F:41].C(=O)([O-])[O-].[Cs+].[Cs+].